The task is: Predict which catalyst facilitates the given reaction.. This data is from Catalyst prediction with 721,799 reactions and 888 catalyst types from USPTO. (1) Reactant: [F:1][C:2]1[CH:7]=[CH:6][C:5]([N:8]2[C:16]3[C:11](=[CH:12][C:13]([C:17]4([C:23]([CH3:28])([CH3:27])[C:24]([NH2:26])=O)[CH2:22][CH2:21][O:20][CH2:19][CH2:18]4)=[CH:14][CH:15]=3)[CH:10]=[N:9]2)=[CH:4][CH:3]=1.[H-].[H-].[H-].[H-].[Li+].[Al+3]. Product: [F:1][C:2]1[CH:7]=[CH:6][C:5]([N:8]2[C:16]3[C:11](=[CH:12][C:13]([C:17]4([C:23]([CH3:28])([CH3:27])[CH2:24][NH2:26])[CH2:18][CH2:19][O:20][CH2:21][CH2:22]4)=[CH:14][CH:15]=3)[CH:10]=[N:9]2)=[CH:4][CH:3]=1. The catalyst class is: 1. (2) Product: [CH2:27]([O:14][C:13](=[O:15])[C@@H:12]([NH:16][C:17]([O:19][C:20]([CH3:21])([CH3:23])[CH3:22])=[O:18])[CH2:11][CH2:10][C:9]([O:8][CH2:1][C:2]1[CH:7]=[CH:6][CH:5]=[CH:4][CH:3]=1)=[O:24])[CH3:28]. Reactant: [CH2:1]([O:8][C:9](=[O:24])[CH2:10][CH2:11][C@H:12]([NH:16][C:17]([O:19][C:20]([CH3:23])([CH3:22])[CH3:21])=[O:18])[C:13]([OH:15])=[O:14])[C:2]1[CH:7]=[CH:6][CH:5]=[CH:4][CH:3]=1.CN1CCO[CH2:28][CH2:27]1.F[P-](F)(F)(F)(F)F.N1(O[P+](N(C)C)(N(C)C)N(C)C)C2C=CC=CC=2N=N1.[OH-].[Na+]. The catalyst class is: 382. (3) Reactant: [OH:1][C@H:2]([CH3:15])[CH2:3][N:4]1[C:9](=[O:10])[CH:8]=[CH:7][C:6]([C:11]([O:13]C)=[O:12])=[CH:5]1.[OH-].[Na+].Cl. Product: [OH:1][C@H:2]([CH3:15])[CH2:3][N:4]1[C:9](=[O:10])[CH:8]=[CH:7][C:6]([C:11]([OH:13])=[O:12])=[CH:5]1. The catalyst class is: 169. (4) Reactant: [OH:1][C:2]1[C:3]([CH3:31])=[C:4]([CH:19]=[CH:20][C:21]=1[C:22](=[O:30])[CH2:23][C:24]1[CH:29]=[CH:28][CH:27]=[CH:26][CH:25]=1)[O:5][CH2:6][CH2:7][CH2:8][CH2:9][O:10][C:11]1[CH:18]=[CH:17][C:14]([C:15]#[N:16])=[CH:13][CH:12]=1.C[Si]([N:36]=[N+:37]=[N-:38])(C)C.C([Sn](=O)CCCC)CCC. Product: [OH:1][C:2]1[C:3]([CH3:31])=[C:4]([O:5][CH2:6][CH2:7][CH2:8][CH2:9][O:10][C:11]2[CH:18]=[CH:17][C:14]([C:15]3[N:36]=[N:37][NH:38][N:16]=3)=[CH:13][CH:12]=2)[CH:19]=[CH:20][C:21]=1[C:22](=[O:30])[CH2:23][C:24]1[CH:25]=[CH:26][CH:27]=[CH:28][CH:29]=1. The catalyst class is: 11.